From a dataset of Full USPTO retrosynthesis dataset with 1.9M reactions from patents (1976-2016). Predict the reactants needed to synthesize the given product. The reactants are: [Cl:1][C:2]1[C:3]([N:8]2[CH2:13][CH2:12][N:11]([CH2:14][C:15]3[CH:16]=[N:17][N:18]([CH3:21])[C:19]=3[CH3:20])[CH2:10][CH2:9]2)=[N:4][CH:5]=[CH:6][N:7]=1.[C:22](=O)([O-])[O-].[K+].[K+].[S:28](=[N:31][CH2:32][CH2:33][C:34]1[CH:39]=[CH:38][C:37](B(O)O)=[CH:36][CH:35]=1)(=[O:30])=[O:29].Cl. Given the product [ClH:1].[CH3:21][N:18]1[C:19]([CH3:20])=[C:15]([CH2:14][N:11]2[CH2:12][CH2:13][N:8]([C:3]3[C:2]([C:37]4[CH:38]=[CH:39][C:34]([CH2:33][CH2:32][NH:31][S:28]([CH3:22])(=[O:30])=[O:29])=[CH:35][CH:36]=4)=[N:7][CH:6]=[CH:5][N:4]=3)[CH2:9][CH2:10]2)[CH:16]=[N:17]1, predict the reactants needed to synthesize it.